Task: Predict the reactants needed to synthesize the given product.. Dataset: Full USPTO retrosynthesis dataset with 1.9M reactions from patents (1976-2016) (1) Given the product [F:1][C:2]1[CH:3]=[C:4]([CH:7]=[C:8]([N:10]2[CH2:16][CH2:15][CH2:14][C:13]3[N:17]=[C:18]([C:20]4[CH:25]=[CH:24][C:23]([F:26])=[CH:22][N:21]=4)[O:19][C:12]=3[CH2:11]2)[CH:9]=1)[C:5]#[N:6], predict the reactants needed to synthesize it. The reactants are: [F:1][C:2]1[CH:3]=[C:4]([CH:7]=[C:8]([N:10]2[CH2:16][CH2:15][CH2:14][C:13]3[N:17]=[C:18]([C:20]4[CH:25]=[CH:24][CH:23]=[CH:22][N:21]=4)[O:19][C:12]=3[CH2:11]2)[CH:9]=1)[C:5]#[N:6].[F:26]C1C=CC(C(O)=O)=NC=1.C(Cl)Cl. (2) Given the product [F:1][C:2]([F:14])([F:13])[C:3]1[C:4]([CH3:12])=[C:5]([CH:9]=[CH:10][CH:11]=1)[C:6]([Cl:18])=[O:7], predict the reactants needed to synthesize it. The reactants are: [F:1][C:2]([F:14])([F:13])[C:3]1[C:4]([CH3:12])=[C:5]([CH:9]=[CH:10][CH:11]=1)[C:6](O)=[O:7].C(Cl)(=O)C([Cl:18])=O.CN(C)C=O. (3) Given the product [O:1]1[CH2:7][CH2:6][CH2:5][O:4][C:3]2[CH:8]=[C:9]([C:16]3[C:25]([N:26]([CH:28]([CH3:30])[CH3:29])[CH3:27])=[N:24][C:23]4[C:18](=[CH:19][CH:20]=[C:21]([C:31]([O:33][CH3:34])=[O:32])[CH:22]=4)[N:17]=3)[CH:10]=[CH:11][C:2]1=2, predict the reactants needed to synthesize it. The reactants are: [O:1]1[CH2:7][CH2:6][CH2:5][O:4][C:3]2[CH:8]=[C:9](B(O)O)[CH:10]=[CH:11][C:2]1=2.Cl[C:16]1[C:25]([N:26]([CH:28]([CH3:30])[CH3:29])[CH3:27])=[N:24][C:23]2[C:18](=[CH:19][CH:20]=[C:21]([C:31]([O:33][CH3:34])=[O:32])[CH:22]=2)[N:17]=1.[O-]P([O-])([O-])=O.[K+].[K+].[K+]. (4) The reactants are: [NH2:1][C:2]1[C:10]2[N:9]=[CH:8][N:7]([C:11]([O:13][C:14]([CH3:17])([CH3:16])[CH3:15])=[O:12])[C:6]=2[CH:5]=[C:4]([Br:18])[CH:3]=1.[F:19][C:20]([F:25])([F:24])[CH2:21][CH:22]=O.C(O[BH-](OC(=O)C)OC(=O)C)(=O)C.[Na+].C(O)(=O)C. Given the product [Br:18][C:4]1[CH:3]=[C:2]([NH:1][CH2:22][CH2:21][C:20]([F:25])([F:24])[F:19])[C:10]2[N:9]=[CH:8][N:7]([C:11]([O:13][C:14]([CH3:15])([CH3:17])[CH3:16])=[O:12])[C:6]=2[CH:5]=1, predict the reactants needed to synthesize it. (5) Given the product [F:1][C:2]1[CH:3]=[CH:4][C:5]([C:8]2[C:13]3[CH2:14][N:15]([C:41]([C:40]4[CH:39]=[C:38]([CH:46]=[CH:45][CH:44]=4)[CH2:37][NH:36][C:34](=[O:35])[O:33][C:29]([CH3:31])([CH3:32])[CH3:30])=[O:42])[CH2:16][CH2:17][O:18][C:12]=3[N:11]=[CH:10][CH:9]=2)=[CH:6][CH:7]=1, predict the reactants needed to synthesize it. The reactants are: [F:1][C:2]1[CH:7]=[CH:6][C:5]([C:8]2[C:13]3[CH2:14][NH:15][CH2:16][CH2:17][O:18][C:12]=3[N:11]=[CH:10][CH:9]=2)=[CH:4][CH:3]=1.ON1C2C=CC=CC=2N=N1.[C:29]([O:33][C:34]([NH:36][CH2:37][C:38]1[CH:39]=[C:40]([CH:44]=[CH:45][CH:46]=1)[C:41](O)=[O:42])=[O:35])([CH3:32])([CH3:31])[CH3:30].Cl.C(N=C=NCCCN(C)C)C. (6) Given the product [C:11]([C:9]1[CH:10]=[C:5]2[N:4]=[CH:3][C:2]([C:16]#[C:15][C:17]3[CH:22]=[CH:21][C:20]([O:23][CH3:24])=[CH:19][CH:18]=3)=[CH:7][N:6]2[N:8]=1)([CH3:14])([CH3:13])[CH3:12], predict the reactants needed to synthesize it. The reactants are: Br[C:2]1[CH:3]=[N:4][C:5]2[N:6]([N:8]=[C:9]([C:11]([CH3:14])([CH3:13])[CH3:12])[CH:10]=2)[CH:7]=1.[C:15]([C:17]1[CH:22]=[CH:21][C:20]([O:23][CH3:24])=[CH:19][CH:18]=1)#[CH:16]. (7) The reactants are: [C:1]1([OH:7])[CH:6]=[CH:5][CH:4]=[CH:3][CH:2]=1.[C:8]1([OH:14])[CH:13]=[CH:12][CH:11]=[CH:10][CH:9]=1.[CH3:15][C:16]([CH3:18])=O. Given the product [OH:7][C:1]1[CH:6]=[CH:5][C:4]([C:16]([C:11]2[CH:12]=[CH:13][C:8]([OH:14])=[CH:9][CH:10]=2)([CH3:18])[CH3:15])=[CH:3][CH:2]=1, predict the reactants needed to synthesize it.